Dataset: Reaction yield outcomes from USPTO patents with 853,638 reactions. Task: Predict the reaction yield, written as a fraction of the theoretical maximum amount of product (1.0 means a 100% yield; for example, 0.34 means a 34% yield). (1) The reactants are [Br:1][C:2]1[C:20]([CH3:21])=[C:19]([N+:22]([O-:24])=[O:23])[CH:18]=[C:17]([Br:25])[C:3]=1[O:4][C:5]1[CH:6]=[C:7]([CH:14]([CH3:16])[CH3:15])[C:8]([OH:13])=[C:9]([CH:12]=1)[CH:10]=[O:11].[CH3:26][Al](C)C.C1(C)C=CC=CC=1. The catalyst is C(Cl)Cl. The product is [Br:1][C:2]1[C:20]([CH3:21])=[C:19]([N+:22]([O-:24])=[O:23])[CH:18]=[C:17]([Br:25])[C:3]=1[O:4][C:5]1[CH:6]=[C:7]([CH:14]([CH3:15])[CH3:16])[C:8]([OH:13])=[C:9]([CH:10]([OH:11])[CH3:26])[CH:12]=1. The yield is 0.930. (2) The reactants are [CH3:1][O:2][C:3](=[O:24])[CH:4]([N:9]1[CH:14]=[CH:13][C:12]([O:15]CC2C=CC=CC=2)=[CH:11][C:10]1=[O:23])[CH2:5][CH:6]([CH3:8])[CH3:7]. The catalyst is CO.[Pd]. The product is [CH3:1][O:2][C:3](=[O:24])[CH:4]([N:9]1[CH:14]=[CH:13][C:12]([OH:15])=[CH:11][C:10]1=[O:23])[CH2:5][CH:6]([CH3:8])[CH3:7]. The yield is 0.940. (3) The reactants are [CH:1]1([C:4]2[C:5]([NH:21][C@@H:22]3[C:30]4[C:25](=[CH:26][CH:27]=[CH:28][CH:29]=4)[CH2:24][C@H:23]3[NH2:31])=[N:6][C:7]([CH:18]3[CH2:20][CH2:19]3)=[C:8]([C:10]3[CH:15]=[CH:14][C:13]([Cl:16])=[CH:12][C:11]=3[Cl:17])[N:9]=2)[CH2:3][CH2:2]1.[CH:32](=O)[CH3:33].[BH3-]C#N.[Na+]. The catalyst is CO.CC(O)=O.CCOC(C)=O. The product is [CH:1]1([C:4]2[C:5]([NH:21][C@@H:22]3[C:30]4[C:25](=[CH:26][CH:27]=[CH:28][CH:29]=4)[CH2:24][C@H:23]3[NH:31][CH2:32][CH3:33])=[N:6][C:7]([CH:18]3[CH2:19][CH2:20]3)=[C:8]([C:10]3[CH:15]=[CH:14][C:13]([Cl:16])=[CH:12][C:11]=3[Cl:17])[N:9]=2)[CH2:2][CH2:3]1. The yield is 0.440. (4) The reactants are [NH2:1][C:2]1[N:3]=[C:4]([C:7]2[CH:8]=[C:9]3[C:14](=[CH:15][CH:16]=2)[C:13](=[O:17])[N:12]([CH2:18][CH:19]([CH3:21])[CH3:20])[C:11]([CH2:22][NH:23]C(=O)OC(C)(C)C)=[C:10]3[C:31]2[CH:36]=[CH:35][CH:34]=[CH:33][CH:32]=2)[S:5][CH:6]=1.[ClH:37]. The catalyst is C(OCC)(=O)C. The product is [ClH:37].[ClH:37].[NH2:23][CH2:22][C:11]1[N:12]([CH2:18][CH:19]([CH3:21])[CH3:20])[C:13](=[O:17])[C:14]2[C:9]([C:10]=1[C:31]1[CH:32]=[CH:33][CH:34]=[CH:35][CH:36]=1)=[CH:8][C:7]([C:4]1[S:5][CH:6]=[C:2]([NH2:1])[N:3]=1)=[CH:16][CH:15]=2. The yield is 0.929. (5) The reactants are [CH3:1][N:2]1[CH:6]=[C:5]([C:7]2[C:12]3[C:13](=[O:16])[NH:14][CH2:15][C:11]=3[CH:10]=[C:9]([NH:17][C@@H:18]3[CH2:23][CH2:22][CH2:21][CH2:20][C@@H:19]3[NH:24]C(=O)OC(C)(C)C)[N:8]=2)[CH:4]=[N:3]1.C(O)(C(F)(F)F)=O. The catalyst is C(Cl)Cl. The product is [NH2:24][C@H:19]1[CH2:20][CH2:21][CH2:22][CH2:23][C@H:18]1[NH:17][C:9]1[N:8]=[C:7]([C:5]2[CH:4]=[N:3][N:2]([CH3:1])[CH:6]=2)[C:12]2[C:13](=[O:16])[NH:14][CH2:15][C:11]=2[CH:10]=1. The yield is 0.140. (6) The reactants are CN(C)[CH:3]=[O:4].P(Cl)(Cl)(Cl)=O.[Cl:11][C:12]1[N:17]2[N:18]=[C:19]([C:21]3[CH:26]=[CH:25][C:24]([F:27])=[CH:23][CH:22]=3)[CH:20]=[C:16]2[CH:15]=[CH:14][CH:13]=1.O. The catalyst is ClCCl. The product is [Cl:11][C:12]1[N:17]2[N:18]=[C:19]([C:21]3[CH:26]=[CH:25][C:24]([F:27])=[CH:23][CH:22]=3)[C:20]([CH:3]=[O:4])=[C:16]2[CH:15]=[CH:14][CH:13]=1. The yield is 0.950. (7) The reactants are [N+:1]([C:4]1[CH:5]=[C:6]2[C:11](=[O:12])[O:10][C:8](=O)[C:7]2=[CH:13][CH:14]=1)([O-:3])=[O:2].[NH2:15][C:16]1[CH:24]=[CH:23][CH:22]=[CH:21][C:17]=1[C:18]([OH:20])=[O:19]. No catalyst specified. The product is [N+:1]([C:4]1[CH:5]=[C:6]2[C:11](=[O:12])[N:15]([C:16]3[CH:24]=[CH:23][CH:22]=[CH:21][C:17]=3[C:18]([OH:20])=[O:19])[C:8](=[O:10])[C:7]2=[CH:13][CH:14]=1)([O-:3])=[O:2]. The yield is 0.150. (8) The reactants are ClN1C(=O)CCC1=O.[CH3:9][S:10][CH3:11].[CH:12]([O:15][C:16]1[CH:21]=[CH:20][C:19]([C:22]([N:24]2[CH2:41][CH2:40][C:27]3([C:32]4=[CH:33][CH:34]=C[N:31]4[C:30]4[CH:36]=[CH:37][CH:38]=[CH:39][C:29]=4[O:28]3)[CH2:26][CH2:25]2)=[O:23])=[CH:18][C:17]=1[CH3:42])([CH3:14])[CH3:13]. The catalyst is ClCCl.C1(C)C=CC=CC=1. The product is [CH:12]([O:15][C:16]1[CH:21]=[CH:20][C:19]([C:22]([N:24]2[CH2:41][CH2:40][C:27]3([O:28][C:29]4[CH:39]=[CH:38][CH:37]=[CH:36][C:30]=4[N:31]4[C:9]([S:10][CH3:11])=[CH:34][CH:33]=[C:32]34)[CH2:26][CH2:25]2)=[O:23])=[CH:18][C:17]=1[CH3:42])([CH3:14])[CH3:13]. The yield is 0.780.